This data is from Full USPTO retrosynthesis dataset with 1.9M reactions from patents (1976-2016). The task is: Predict the reactants needed to synthesize the given product. (1) The reactants are: Cl[C:2]1[C:3]2[N:11]=[C:10]([C:12]3[CH:17]=[CH:16][C:15]([F:18])=[CH:14][CH:13]=3)[S:9][C:4]=2[N:5]=[C:6]([CH3:8])[N:7]=1.C(N(CC)CC)C.[Cl:26][C:27]1[CH:42]=[CH:41][C:30]([O:31][CH2:32][C:33]([N:35]2[CH2:40][CH2:39][NH:38][CH2:37][CH2:36]2)=[O:34])=[CH:29][CH:28]=1. Given the product [Cl:26][C:27]1[CH:28]=[CH:29][C:30]([O:31][CH2:32][C:33]([N:35]2[CH2:40][CH2:39][N:38]([C:2]3[C:3]4[N:11]=[C:10]([C:12]5[CH:17]=[CH:16][C:15]([F:18])=[CH:14][CH:13]=5)[S:9][C:4]=4[N:5]=[C:6]([CH3:8])[N:7]=3)[CH2:37][CH2:36]2)=[O:34])=[CH:41][CH:42]=1, predict the reactants needed to synthesize it. (2) Given the product [I:10][C:6]1[CH:7]=[CH:8][CH:9]=[C:2]2[C:3]=1[C:4]([NH2:5])=[N:17][C:16]([NH2:18])=[N:15]2, predict the reactants needed to synthesize it. The reactants are: F[C:2]1[CH:9]=[CH:8][CH:7]=[C:6]([I:10])[C:3]=1[C:4]#[N:5].C(=O)(O)O.[NH2:15][C:16]([NH2:18])=[NH:17].